Dataset: Catalyst prediction with 721,799 reactions and 888 catalyst types from USPTO. Task: Predict which catalyst facilitates the given reaction. Product: [CH2:2]([O:4][C:5]1[CH:6]=[C:7]([C@@H:13]2[C@H:18]([NH:19][C:27]([C:26]3[CH:25]=[C:24]([CH:32]=[CH:31][CH:30]=3)[C:22]([O:21][CH3:20])=[O:23])=[O:28])[CH2:17][CH2:16][S:15][CH2:14]2)[CH:8]=[CH:9][C:10]=1[O:11][CH3:12])[CH3:3]. Reactant: Cl.[CH2:2]([O:4][C:5]1[CH:6]=[C:7]([C@@H:13]2[C@H:18]([NH2:19])[CH2:17][CH2:16][S:15][CH2:14]2)[CH:8]=[CH:9][C:10]=1[O:11][CH3:12])[CH3:3].[CH3:20][O:21][C:22]([C:24]1[CH:25]=[C:26]([CH:30]=[CH:31][CH:32]=1)[C:27](O)=[O:28])=[O:23].CN(C(ON1N=NC2C=CC=CC1=2)=[N+](C)C)C.F[P-](F)(F)(F)(F)F.CCN(C(C)C)C(C)C.C(=O)([O-])O.[Na+]. The catalyst class is: 2.